From a dataset of Full USPTO retrosynthesis dataset with 1.9M reactions from patents (1976-2016). Predict the reactants needed to synthesize the given product. (1) Given the product [F:32][C:11]1[CH:10]=[C:9]([NH:8][C:53]([NH:52][C:50](=[O:51])[CH2:49][C:43]2[CH:48]=[CH:47][CH:46]=[CH:45][CH:44]=2)=[S:54])[CH:31]=[CH:30][C:12]=1[O:13][C:14]1[CH:19]=[CH:18][N:17]=[C:16]2[CH:20]=[C:21]([C:23]3[CH:28]=[CH:27][CH:26]=[CH:25][N+:24]=3[O-:29])[S:22][C:15]=12, predict the reactants needed to synthesize it. The reactants are: C(OC([NH:8][C:9]1[CH:31]=[CH:30][C:12]([O:13][C:14]2[CH:19]=[CH:18][N:17]=[C:16]3[CH:20]=[C:21]([C:23]4[CH:28]=[CH:27][CH:26]=[CH:25][N+:24]=4[O-:29])[S:22][C:15]=23)=[C:11]([F:32])[CH:10]=1)=O)(C)(C)C.C(Cl)Cl.C(O)(C(F)(F)F)=O.[C:43]1([CH2:49][C:50]([N:52]=[C:53]=[S:54])=[O:51])[CH:48]=[CH:47][CH:46]=[CH:45][CH:44]=1. (2) The reactants are: [F:1][C:2]1[CH:7]=[C:6]([CH2:8][C:9]2[CH:10]=[N:11][CH:12]=[C:13]([CH:18]=2)[C:14]([O:16]C)=[O:15])[CH:5]=[CH:4][N:3]=1.O.[OH-].[Li+]. Given the product [F:1][C:2]1[CH:7]=[C:6]([CH2:8][C:9]2[CH:10]=[N:11][CH:12]=[C:13]([CH:18]=2)[C:14]([O-:16])=[O:15])[CH:5]=[CH:4][N:3]=1.[NH4+:3], predict the reactants needed to synthesize it.